Dataset: Catalyst prediction with 721,799 reactions and 888 catalyst types from USPTO. Task: Predict which catalyst facilitates the given reaction. (1) Reactant: [H-].[Na+].[CH2:3]([OH:10])[C:4]1[CH:9]=[CH:8][CH:7]=[CH:6][CH:5]=1.[Cl:11][C:12]1[CH:17]=[C:16](Cl)[N:15]=[C:14]([CH3:19])[N:13]=1.[Cl-].[NH4+]. Product: [CH2:3]([O:10][C:16]1[CH:17]=[C:12]([Cl:11])[N:13]=[C:14]([CH3:19])[N:15]=1)[C:4]1[CH:9]=[CH:8][CH:7]=[CH:6][CH:5]=1. The catalyst class is: 7. (2) Reactant: [OH:1][C:2]1[CH:7]=[CH:6][C:5]([C:8]2[CH:25]=[CH:24][C:11]3[CH2:12][CH2:13][N:14]([C:17]([O:19][C:20]([CH3:23])([CH3:22])[CH3:21])=[O:18])[CH2:15][CH2:16][C:10]=3[CH:9]=2)=[CH:4][CH:3]=1.[H-].[Na+].Cl[C:29]1[N:34]=[CH:33][C:32]([C:35]([NH:37][CH3:38])=[O:36])=[CH:31][CH:30]=1. Product: [CH3:38][NH:37][C:35]([C:32]1[CH:31]=[CH:30][C:29]([O:1][C:2]2[CH:3]=[CH:4][C:5]([C:8]3[CH:25]=[CH:24][C:11]4[CH2:12][CH2:13][N:14]([C:17]([O:19][C:20]([CH3:21])([CH3:22])[CH3:23])=[O:18])[CH2:15][CH2:16][C:10]=4[CH:9]=3)=[CH:6][CH:7]=2)=[N:34][CH:33]=1)=[O:36]. The catalyst class is: 16. (3) Reactant: [F:1][C:2]1[CH:31]=[CH:30][C:29]([C:32]([NH:34][C:35]2[CH:40]=[C:39]([CH3:41])[CH:38]=[CH:37][C:36]=2[F:42])=[O:33])=[CH:28][C:3]=1[O:4][C:5]1[CH:10]=[CH:9][N:8]=[C:7]([C:11]2[NH:15][CH:14]=[C:13]([C:16]([NH:18][CH:19]([CH2:23][CH2:24][C:25]([OH:27])=O)[C:20](O)=[O:21])=[O:17])[CH:12]=2)[CH:6]=1.Cl.C[N:45](C)[CH2:46][CH2:47]CN=C=NCC.[CH2:55]([NH2:57])[CH3:56].C1COCC1. Product: [CH2:55]([NH:57][C:20](=[O:21])[CH:19]([NH:18][C:16]([C:13]1[CH:12]=[C:11]([C:7]2[CH:6]=[C:5]([O:4][C:3]3[CH:28]=[C:29]([C:32]([NH:34][C:35]4[CH:40]=[C:39]([CH3:41])[CH:38]=[CH:37][C:36]=4[F:42])=[O:33])[CH:30]=[CH:31][C:2]=3[F:1])[CH:10]=[CH:9][N:8]=2)[NH:15][CH:14]=1)=[O:17])[CH2:23][CH2:24][C:25]([NH:45][CH2:46][CH3:47])=[O:27])[CH3:56]. The catalyst class is: 18. (4) Reactant: [CH:1]1([C:4]2[CH:8]=[C:7]([N:9]3[CH2:41][CH2:40][C:12]4[N:13]=[C:14]([C:19]5[C:27]([CH3:28])=[CH:26][CH:25]=[C:24]6[C:20]=5[C:21]([CH3:39])=[N:22][N:23]6[S:29]([C:32]5[CH:38]=[CH:37][C:35]([CH3:36])=[CH:34][CH:33]=5)(=[O:31])=[O:30])[N:15]=[C:16]([O:17][CH3:18])[C:11]=4[CH2:10]3)[N:6]([CH3:42])[N:5]=2)[CH2:3][CH2:2]1.[Cl:43]N1C(=O)CCC1=O. Product: [Cl:43][C:8]1[C:4]([CH:1]2[CH2:3][CH2:2]2)=[N:5][N:6]([CH3:42])[C:7]=1[N:9]1[CH2:41][CH2:40][C:12]2[N:13]=[C:14]([C:19]3[C:27]([CH3:28])=[CH:26][CH:25]=[C:24]4[C:20]=3[C:21]([CH3:39])=[N:22][N:23]4[S:29]([C:32]3[CH:33]=[CH:34][C:35]([CH3:36])=[CH:37][CH:38]=3)(=[O:31])=[O:30])[N:15]=[C:16]([O:17][CH3:18])[C:11]=2[CH2:10]1. The catalyst class is: 2. (5) Product: [CH2:6]1[C:7]2[C:12](=[CH:11][CH:10]=[C:9]([NH:15][C:16]3[N:21]=[C:20]([C:22]4[C:23]([C:31]5[CH:32]=[C:33]([NH:37][C:38](=[O:45])[C:39]6[CH:40]=[CH:41][CH:42]=[CH:43][CH:44]=6)[CH:34]=[CH:35][CH:36]=5)=[N:24][N:25]5[CH:30]=[CH:29][CH:28]=[CH:27][C:26]=45)[CH:19]=[CH:18][N:17]=3)[CH:8]=2)[CH2:13][CH2:14][NH:5]1. Reactant: FC(F)(F)C([N:5]1[CH2:14][CH2:13][C:12]2[C:7](=[CH:8][C:9]([NH:15][C:16]3[N:21]=[C:20]([C:22]4[C:23]([C:31]5[CH:32]=[C:33]([NH:37][C:38](=[O:45])[C:39]6[CH:44]=[CH:43][CH:42]=[CH:41][CH:40]=6)[CH:34]=[CH:35][CH:36]=5)=[N:24][N:25]5[CH:30]=[CH:29][CH:28]=[CH:27][C:26]=45)[CH:19]=[CH:18][N:17]=3)=[CH:10][CH:11]=2)[CH2:6]1)=O.O[Li].O. The catalyst class is: 20. (6) Reactant: [Br:1][C:2]1[S:6][C:5]([CH2:7][OH:8])=[N:4][C:3]=1[C:9]1[CH:14]=[CH:13][C:12]([C:15]([F:18])([F:17])[F:16])=[CH:11][CH:10]=1.C1(P(C2C=CC=CC=2)C2C=CC=CC=2)C=CC=CC=1.[CH:38]1([CH:41]([C:47]2[CH:52]=[CH:51][CH:50]=[C:49](O)[CH:48]=2)[CH2:42][C:43]([O:45][CH3:46])=[O:44])[CH2:40][CH2:39]1.N(C(OCC)=O)=NC(OCC)=O. Product: [Br:1][C:2]1[S:6][C:5]([CH2:7][O:8][C:51]2[CH:52]=[C:47]([CH:41]([CH:38]3[CH2:39][CH2:40]3)[CH2:42][C:43]([O:45][CH3:46])=[O:44])[CH:48]=[CH:49][CH:50]=2)=[N:4][C:3]=1[C:9]1[CH:10]=[CH:11][C:12]([C:15]([F:18])([F:17])[F:16])=[CH:13][CH:14]=1. The catalyst class is: 182. (7) Reactant: [CH3:1][C:2]1[O:6][C:5]([CH2:7][CH2:8][CH2:9][CH:10]2[CH2:15][CH2:14][N:13](C(OC(C)(C)C)=O)[CH2:12][CH2:11]2)=[N:4][N:3]=1.C(O)(C(F)(F)F)=O. Product: [CH3:1][C:2]1[O:6][C:5]([CH2:7][CH2:8][CH2:9][CH:10]2[CH2:11][CH2:12][NH:13][CH2:14][CH2:15]2)=[N:4][N:3]=1. The catalyst class is: 2. (8) Reactant: [F:1][C:2]1[CH:3]=[C:4]([CH2:12][C:13]([O:15]C(C)(C)C)=[O:14])[CH:5]=[C:6]([F:11])[C:7]=1[N+:8]([O-:10])=[O:9].Cl. Product: [F:1][C:2]1[CH:3]=[C:4]([CH2:12][C:13]([OH:15])=[O:14])[CH:5]=[C:6]([F:11])[C:7]=1[N+:8]([O-:10])=[O:9]. The catalyst class is: 12. (9) Product: [ClH:32].[CH2:1]([CH:3]([C:6]1[C:7]2[N:8]([C:13]([C:17]3[S:18][C:19]([C:23]4[CH:28]=[CH:27][CH:26]=[CH:25][N:24]=4)=[CH:20][C:21]=3[CH3:22])=[C:14]([CH3:16])[N:15]=2)[N:9]=[C:10]([CH3:12])[CH:11]=1)[CH2:4][CH3:5])[CH3:2]. Reactant: [CH2:1]([CH:3]([C:6]1[C:7]2[N:8]([C:13]([C:17]3[S:18][C:19]([C:23]4[CH:28]=[CH:27][CH:26]=[CH:25][N:24]=4)=[CH:20][C:21]=3[CH3:22])=[C:14]([CH3:16])[N:15]=2)[N:9]=[C:10]([CH3:12])[CH:11]=1)[CH2:4][CH3:5])[CH3:2].C([Cl:32])(C)=O. The catalyst class is: 5.